Predict the reactants needed to synthesize the given product. From a dataset of Full USPTO retrosynthesis dataset with 1.9M reactions from patents (1976-2016). (1) Given the product [C:1]([C:5]1[N:10]=[C:9]([N:11]2[CH2:16][CH2:15][N:14]([CH2:17][CH2:18][CH2:19][CH2:20][NH:21][C:31]([N:49]3[CH2:48][CH2:47][N:46]([CH:45]([C:42]4[CH:41]=[CH:40][C:39]([Cl:38])=[CH:44][CH:43]=4)[C:52]4[CH:53]=[CH:54][CH:55]=[CH:56][CH:57]=4)[CH2:51][CH2:50]3)=[O:32])[CH2:13][CH2:12]2)[CH:8]=[C:7]([C:22]([F:24])([F:25])[F:23])[N:6]=1)([CH3:4])([CH3:2])[CH3:3], predict the reactants needed to synthesize it. The reactants are: [C:1]([C:5]1[N:10]=[C:9]([N:11]2[CH2:16][CH2:15][N:14]([CH2:17][CH2:18][CH2:19][CH2:20][NH2:21])[CH2:13][CH2:12]2)[CH:8]=[C:7]([C:22]([F:25])([F:24])[F:23])[N:6]=1)([CH3:4])([CH3:3])[CH3:2].C1N=CN([C:31](N2C=NC=C2)=[O:32])C=1.[Cl:38][C:39]1[CH:44]=[CH:43][C:42]([CH:45]([C:52]2[CH:57]=[CH:56][CH:55]=[CH:54][CH:53]=2)[N:46]2[CH2:51][CH2:50][NH:49][CH2:48][CH2:47]2)=[CH:41][CH:40]=1. (2) Given the product [F:1][C:2]1[CH:32]=[CH:31][C:5]([CH2:6][NH:7][C:8]([C:10]2[NH:11][C:12](=[O:30])[C:13]3[C:18]([CH2:19][O:20][CH2:21][C@H:22]4[CH2:23][CH2:24][C@H:25]([C:28]([OH:36])=[O:29])[CH2:26][CH2:27]4)=[CH:17][S:16][C:14]=3[N:15]=2)=[O:9])=[CH:4][C:3]=1[O:33][CH3:34], predict the reactants needed to synthesize it. The reactants are: [F:1][C:2]1[CH:32]=[CH:31][C:5]([CH2:6][NH:7][C:8]([C:10]2[NH:11][C:12](=[O:30])[C:13]3[C:18]([CH2:19][O:20][CH2:21][C@H:22]4[CH2:27][CH2:26][C@H:25]([CH2:28][OH:29])[CH2:24][CH2:23]4)=[CH:17][S:16][C:14]=3[N:15]=2)=[O:9])=[CH:4][C:3]=1[O:33][CH3:34].[Cr](O[Cr]([O-])(=O)=O)([O-])(=O)=[O:36].[NH+]1C=CC=CC=1.[NH+]1C=CC=CC=1.